Predict which catalyst facilitates the given reaction. From a dataset of Catalyst prediction with 721,799 reactions and 888 catalyst types from USPTO. (1) Reactant: CC(OC([NH:8][CH2:9][CH2:10][C:11](O)=[O:12])=O)(C)C.C(N1CCOCC1)C.C1C=CC2N(O)N=NC=2C=1.C(Cl)CCl.Cl.[CH3:37][CH:38]([O:40][C:41]1[CH:48]=[CH:47][C:46]([C:49]2[O:53][N:52]=[C:51]([C:54]3[CH:64]=[CH:63][C:57]4[CH2:58][CH2:59][NH:60][CH2:61][CH2:62][C:56]=4[CH:55]=3)[N:50]=2)=[CH:45][C:42]=1[C:43]#[N:44])[CH3:39].FC(F)(F)C(O)=O. Product: [NH2:8][CH2:9][CH2:10][C:11]([N:60]1[CH2:59][CH2:58][C:57]2[CH:63]=[CH:64][C:54]([C:51]3[N:50]=[C:49]([C:46]4[CH:47]=[CH:48][C:41]([O:40][CH:38]([CH3:37])[CH3:39])=[C:42]([CH:45]=4)[C:43]#[N:44])[O:53][N:52]=3)=[CH:55][C:56]=2[CH2:62][CH2:61]1)=[O:12]. The catalyst class is: 3. (2) Reactant: [CH2:1]([CH2:3][NH2:4])[OH:2].[C:5]1(=[O:10])[O:9][CH2:8][CH2:7][CH2:6]1. The catalyst class is: 6. Product: [OH:2][CH2:1][CH2:3][N:4]1[CH2:5][CH2:6][CH2:7][C:8]1=[O:9].[C:5]1(=[O:10])[O:9][CH2:8][CH2:7][CH2:6]1. (3) Reactant: C([O:8][C:9](=[O:34])[C@@H:10]([NH:20][C:21](=[O:33])[C@@H:22]([NH:24][C:25]([C:27]1[CH:31]=[C:30]([CH3:32])[O:29][N:28]=1)=[O:26])[CH3:23])[CH2:11][C:12]1[CH:17]=[CH:16][C:15]([O:18][CH3:19])=[CH:14][CH:13]=1)C1C=CC=CC=1. Product: [CH3:19][O:18][C:15]1[CH:16]=[CH:17][C:12]([CH2:11][C@H:10]([NH:20][C:21](=[O:33])[C@@H:22]([NH:24][C:25]([C:27]2[CH:31]=[C:30]([CH3:32])[O:29][N:28]=2)=[O:26])[CH3:23])[C:9]([OH:34])=[O:8])=[CH:13][CH:14]=1. The catalyst class is: 105. (4) Reactant: [C:1]([O:5][C:6](O[C:9]([O:11][C:12]([CH3:15])([CH3:14])[CH3:13])=[O:10])=[O:7])([CH3:4])([CH3:3])[CH3:2].[CH2:16]([O:23][CH:24]1[CH2:27][CH:26]([C:28]2[NH:32][C:31]3[CH:33]=[CH:34][CH:35]=[CH:36][C:30]=3[N:29]=2)[CH2:25]1)[C:17]1[CH:22]=[CH:21][CH:20]=[CH:19][CH:18]=1.C(N(CC)CC)C.O. Product: [CH2:16]([O:23][C@@H:24]1[CH2:25][C@H:26]([C:28]2[N:29]([C:9]([O:11][C:12]([CH3:13])([CH3:14])[CH3:15])=[O:10])[C:30]3[CH:36]=[CH:35][CH:34]=[CH:33][C:31]=3[N:32]=2)[CH2:27]1)[C:17]1[CH:18]=[CH:19][CH:20]=[CH:21][CH:22]=1.[CH2:16]([O:23][C@H:24]1[CH2:25][C@H:26]([C:28]2[N:29]([C:6]([O:5][C:1]([CH3:4])([CH3:3])[CH3:2])=[O:7])[C:30]3[CH:36]=[CH:35][CH:34]=[CH:33][C:31]=3[N:32]=2)[CH2:27]1)[C:17]1[CH:18]=[CH:19][CH:20]=[CH:21][CH:22]=1. The catalyst class is: 166.